This data is from Peptide-MHC class I binding affinity with 185,985 pairs from IEDB/IMGT. The task is: Regression. Given a peptide amino acid sequence and an MHC pseudo amino acid sequence, predict their binding affinity value. This is MHC class I binding data. (1) The peptide sequence is LDVLCLSSL. The MHC is HLA-B44:03 with pseudo-sequence HLA-B44:03. The binding affinity (normalized) is 0.175. (2) The MHC is HLA-A11:01 with pseudo-sequence HLA-A11:01. The binding affinity (normalized) is 0.650. The peptide sequence is TIPPTAGILK. (3) The peptide sequence is IVNNQESNKY. The MHC is HLA-A11:01 with pseudo-sequence HLA-A11:01. The binding affinity (normalized) is 0.315. (4) The peptide sequence is FSFPQITLW. The MHC is HLA-B42:01 with pseudo-sequence HLA-B42:01. The binding affinity (normalized) is 0. (5) The peptide sequence is QMISPVMSV. The MHC is HLA-A69:01 with pseudo-sequence HLA-A69:01. The binding affinity (normalized) is 0.952.